Dataset: Full USPTO retrosynthesis dataset with 1.9M reactions from patents (1976-2016). Task: Predict the reactants needed to synthesize the given product. Given the product [CH3:11][C:10]1[S:9][C:8]([C:12]2[CH:13]=[CH:14][C:15]([C:18]([F:21])([F:20])[F:19])=[CH:16][CH:17]=2)=[N:7][C:6]=1[CH:4]([CH3:5])[CH2:3][OH:2].[CH3:44][C:26]([C:28]1[N:29]=[C:30]([C:34]2[CH:35]=[CH:36][C:37]([C:40]([F:42])([F:43])[F:41])=[CH:38][CH:39]=2)[S:31][C:32]=1[CH3:33])([CH3:27])[CH2:25][OH:24], predict the reactants needed to synthesize it. The reactants are: C[O:2][C:3](=O)[CH:4]([C:6]1[N:7]=[C:8]([C:12]2[CH:17]=[CH:16][C:15]([C:18]([F:21])([F:20])[F:19])=[CH:14][CH:13]=2)[S:9][C:10]=1[CH3:11])[CH3:5].C[O:24][C:25](=O)[C:26]([CH3:44])([C:28]1[N:29]=[C:30]([C:34]2[CH:39]=[CH:38][C:37]([C:40]([F:43])([F:42])[F:41])=[CH:36][CH:35]=2)[S:31][C:32]=1[CH3:33])[CH3:27].[H-].[Al+3].[Li+].[H-].[H-].[H-].